This data is from Forward reaction prediction with 1.9M reactions from USPTO patents (1976-2016). The task is: Predict the product of the given reaction. (1) The product is: [C:15]1([C:21](=[N:8][C@@H:9]2[CH2:13][CH2:12][CH2:11][C@H:10]2[OH:14])[C:23]2[CH:24]=[CH:25][CH:26]=[CH:27][CH:28]=2)[CH:20]=[CH:19][CH:18]=[CH:17][CH:16]=1. Given the reactants OC(C(F)(F)F)=O.[NH2:8][C@@H:9]1[CH2:13][CH2:12][CH2:11][C@H:10]1[OH:14].[C:15]1([C:21]([C:23]2[CH:28]=[CH:27][CH:26]=[CH:25][CH:24]=2)=N)[CH:20]=[CH:19][CH:18]=[CH:17][CH:16]=1, predict the reaction product. (2) Given the reactants [OH:1][C:2]1[CH:3]=[CH:4][C:5]2[N:9]=[C:8]([NH:10][C:11]([NH:13][CH2:14][CH2:15][O:16][CH3:17])=[O:12])[NH:7][C:6]=2[CH:18]=1.Cl[S:20]([C:23]1[CH:28]=[CH:27][C:26]([O:29][C:30](=[O:37])[C:31]2[CH:36]=[CH:35][CH:34]=[CH:33][CH:32]=2)=[CH:25][CH:24]=1)(=[O:22])=[O:21].C(N(CC)CC)C, predict the reaction product. The product is: [CH3:17][O:16][CH2:15][CH2:14][NH:13][C:11](=[O:12])[NH:10][C:8]1[NH:9][C:5]2[CH:4]=[CH:3][C:2]([O:1][S:20]([C:23]3[CH:24]=[CH:25][C:26]([O:29][C:30](=[O:37])[C:31]4[CH:36]=[CH:35][CH:34]=[CH:33][CH:32]=4)=[CH:27][CH:28]=3)(=[O:22])=[O:21])=[CH:18][C:6]=2[N:7]=1.